From a dataset of Full USPTO retrosynthesis dataset with 1.9M reactions from patents (1976-2016). Predict the reactants needed to synthesize the given product. (1) Given the product [N:28]1([C:32]([C@@H:34]2[CH2:38][CH:37]([F:39])[CH2:36][N:35]2[C:2]2([C:13]3[CH:18]=[CH:17][CH:16]=[CH:15][C:14]=3[O:19][CH3:20])[C:10]3[C:5](=[CH:6][CH:7]=[C:8]([Cl:11])[CH:9]=3)[NH:4][C:3]2=[O:12])=[O:33])[CH2:31][CH2:30][CH2:29]1, predict the reactants needed to synthesize it. The reactants are: Cl[C:2]1([C:13]2[CH:18]=[CH:17][CH:16]=[CH:15][C:14]=2[O:19][CH3:20])[C:10]2[C:5](=[CH:6][CH:7]=[C:8]([Cl:11])[CH:9]=2)[NH:4][C:3]1=[O:12].FC(F)(F)C(O)=O.[N:28]1([C:32]([C@@H:34]2[CH2:38][CH:37]([F:39])[CH2:36][NH:35]2)=[O:33])[CH2:31][CH2:30][CH2:29]1. (2) Given the product [ClH:63].[CH2:1]([O:8][C:9]1[CH:14]=[CH:13][C:12]([N:15]([CH3:62])[C:16]([C:18]2[CH:19]=[C:20]([C:27]3[CH:28]=[C:29]4[C:33](=[CH:34][C:35]=3[C:36]([N:38]3[C@H:47]([CH2:48][N:49]5[CH2:50][CH2:51][O:52][CH2:53][CH2:54]5)[CH2:46][C:45]5[C:40](=[CH:41][CH:42]=[CH:43][CH:44]=5)[CH2:39]3)=[O:37])[CH2:32][NH:31][CH2:30]4)[N:21]3[C:26]=2[CH:25]=[CH:24][CH:23]=[CH:22]3)=[O:17])=[CH:11][CH:10]=1)[C:2]1[CH:3]=[CH:4][CH:5]=[CH:6][CH:7]=1, predict the reactants needed to synthesize it. The reactants are: [CH2:1]([O:8][C:9]1[CH:14]=[CH:13][C:12]([N:15]([CH3:62])[C:16]([C:18]2[CH:19]=[C:20]([C:27]3[CH:28]=[C:29]4[C:33](=[CH:34][C:35]=3[C:36]([N:38]3[C@H:47]([CH2:48][N:49]5[CH2:54][CH2:53][O:52][CH2:51][CH2:50]5)[CH2:46][C:45]5[C:40](=[CH:41][CH:42]=[CH:43][CH:44]=5)[CH2:39]3)=[O:37])[CH2:32][N:31](C(OC(C)(C)C)=O)[CH2:30]4)[N:21]3[C:26]=2[CH:25]=[CH:24][CH:23]=[CH:22]3)=[O:17])=[CH:11][CH:10]=1)[C:2]1[CH:7]=[CH:6][CH:5]=[CH:4][CH:3]=1.[ClH:63]. (3) The reactants are: C([O:3][C:4](=[O:28])[CH2:5][O:6][C:7]1[CH:12]=[CH:11][C:10]([CH2:13][CH2:14][CH2:15][O:16]S(C2C=CC(C)=CC=2)(=O)=O)=[CH:9][C:8]=1[CH3:27])C.[Cl:29][C:30]1[CH:35]=[CH:34][C:33](O)=[C:32]([O:37][C:38]2[CH:43]=[CH:42][CH:41]=[CH:40][CH:39]=2)[CH:31]=1. Given the product [Cl:29][C:30]1[CH:35]=[CH:34][C:33]([O:16][CH2:15][CH2:14][CH2:13][C:10]2[CH:11]=[CH:12][C:7]([O:6][CH2:5][C:4]([OH:3])=[O:28])=[C:8]([CH3:27])[CH:9]=2)=[C:32]([O:37][C:38]2[CH:39]=[CH:40][CH:41]=[CH:42][CH:43]=2)[CH:31]=1, predict the reactants needed to synthesize it. (4) The reactants are: [CH:1]1([NH:5][C:6]([C@@H:8]2[CH2:12][CH2:11][CH2:10][N:9]2[C:13](=[O:30])[CH2:14][O:15][C:16]2[N:20]([C:21]3[CH:26]=[CH:25][CH:24]=[CH:23][CH:22]=3)[N:19]=[C:18]([C:27](O)=[O:28])[CH:17]=2)=[O:7])[CH2:4][CH2:3][CH2:2]1.CCN(C(C)C)C(C)C.C1C=CC2N(O)N=NC=2C=1.[NH2:50][C@H:51]([C:61]([O:63][CH3:64])=[O:62])[CH2:52][CH2:53][C:54](=[O:60])[O:55][C:56]([CH3:59])([CH3:58])[CH3:57].Cl. Given the product [CH3:64][O:63][C:61](=[O:62])[C@@H:51]([NH:50][C:27]([C:18]1[CH:17]=[C:16]([O:15][CH2:14][C:13]([N:9]2[CH2:10][CH2:11][CH2:12][C@H:8]2[C:6](=[O:7])[NH:5][CH:1]2[CH2:2][CH2:3][CH2:4]2)=[O:30])[N:20]([C:21]2[CH:26]=[CH:25][CH:24]=[CH:23][CH:22]=2)[N:19]=1)=[O:28])[CH2:52][CH2:53][C:54]([O:55][C:56]([CH3:57])([CH3:58])[CH3:59])=[O:60], predict the reactants needed to synthesize it. (5) The reactants are: [CH2:1]([N:8]1[C:16]2[C:11](=[CH:12][CH:13]=[C:14]([CH2:17][C:18]([OH:20])=[O:19])[CH:15]=2)[CH:10]=[CH:9]1)[C:2]1[CH:7]=[CH:6][CH:5]=[CH:4][CH:3]=1.[Cl:21]N1C(=O)CCC1=O.Cl. Given the product [CH2:1]([N:8]1[C:16]2[C:11](=[CH:12][CH:13]=[C:14]([CH2:17][C:18]([OH:20])=[O:19])[CH:15]=2)[C:10]([Cl:21])=[CH:9]1)[C:2]1[CH:3]=[CH:4][CH:5]=[CH:6][CH:7]=1, predict the reactants needed to synthesize it. (6) Given the product [F:35][CH:23]([F:22])[O:24][C:25]1[CH:26]=[C:27]2[C:32](=[CH:33][CH:34]=1)[CH2:31][N:30]([C:4]1[N:3]=[C:2]([CH3:1])[N:7]([CH2:8][C:9]3[S:10][C:11]([C:14]([F:17])([F:16])[F:15])=[CH:12][CH:13]=3)[C:6](=[O:18])[N:5]=1)[CH2:29][CH2:28]2, predict the reactants needed to synthesize it. The reactants are: [CH3:1][C:2]1[N:7]([CH2:8][C:9]2[S:10][C:11]([C:14]([F:17])([F:16])[F:15])=[CH:12][CH:13]=2)[C:6](=[O:18])[N:5]=[C:4](SC)[N:3]=1.Cl.[F:22][CH:23]([F:35])[O:24][C:25]1[CH:26]=[C:27]2[C:32](=[CH:33][CH:34]=1)[CH2:31][NH:30][CH2:29][CH2:28]2. (7) Given the product [Br:29][CH2:2][CH2:3][C:4]1[NH:5][C:6]2[C:11]([CH:12]=1)=[CH:10][C:9]([C:13]1[NH:22][C:21](=[O:23])[C:20]3[C:15](=[CH:16][C:17]([O:26][CH3:27])=[CH:18][C:19]=3[O:24][CH3:25])[N:14]=1)=[CH:8][CH:7]=2, predict the reactants needed to synthesize it. The reactants are: O[CH2:2][CH2:3][C:4]1[NH:5][C:6]2[C:11]([CH:12]=1)=[CH:10][C:9]([C:13]1[NH:22][C:21](=[O:23])[C:20]3[C:15](=[CH:16][C:17]([O:26][CH3:27])=[CH:18][C:19]=3[O:24][CH3:25])[N:14]=1)=[CH:8][CH:7]=2.C(Br)(Br)(Br)[Br:29].C1(P(C2C=CC=CC=2)C2C=CC=CC=2)C=CC=CC=1.